This data is from Forward reaction prediction with 1.9M reactions from USPTO patents (1976-2016). The task is: Predict the product of the given reaction. Given the reactants [C:1]([C:5]1[CH:6]=[CH:7][C:8]([C:11]([F:16])([F:15])[C:12]([OH:14])=O)=[N:9][CH:10]=1)([CH3:4])([CH3:3])[CH3:2].P(Cl)(Cl)(Cl)=O.Cl.[NH2:23][CH2:24][C:25]1[CH:26]=[C:27]2[C:31](=[CH:32][CH:33]=1)[C:30](=[O:34])[N:29]([CH:35]1[CH2:40][CH2:39][C:38](=[O:41])[NH:37][C:36]1=[O:42])[CH2:28]2.C(=O)(O)[O-].[Na+], predict the reaction product. The product is: [C:1]([C:5]1[CH:6]=[CH:7][C:8]([C:11]([F:16])([F:15])[C:12]([NH:23][CH2:24][C:25]2[CH:26]=[C:27]3[C:31](=[CH:32][CH:33]=2)[C:30](=[O:34])[N:29]([CH:35]2[CH2:40][CH2:39][C:38](=[O:41])[NH:37][C:36]2=[O:42])[CH2:28]3)=[O:14])=[N:9][CH:10]=1)([CH3:2])([CH3:3])[CH3:4].